From a dataset of Full USPTO retrosynthesis dataset with 1.9M reactions from patents (1976-2016). Predict the reactants needed to synthesize the given product. (1) Given the product [Cl:45][C:46]1[N:51]=[CH:50][C:49]([C@H:52]([NH:54][C:14]2[N:19]=[C:18]([C:20]3[C:28]4[C:23](=[N:24][CH:25]=[C:26]([C:29]([F:30])([F:32])[F:31])[CH:27]=4)[N:22]([S:33]([C:36]4[CH:37]=[CH:38][C:39]([CH3:40])=[CH:41][CH:42]=4)(=[O:35])=[O:34])[CH:21]=3)[C:17]([C:43]#[N:44])=[CH:16][N:15]=2)[CH3:53])=[CH:48][CH:47]=1, predict the reactants needed to synthesize it. The reactants are: C(N(C(C)C)CC)(C)C.CS([C:14]1[N:19]=[C:18]([C:20]2[C:28]3[C:23](=[N:24][CH:25]=[C:26]([C:29]([F:32])([F:31])[F:30])[CH:27]=3)[N:22]([S:33]([C:36]3[CH:42]=[CH:41][C:39]([CH3:40])=[CH:38][CH:37]=3)(=[O:35])=[O:34])[CH:21]=2)[C:17]([C:43]#[N:44])=[CH:16][N:15]=1)(=O)=O.[Cl:45][C:46]1[N:51]=[CH:50][C:49]([CH:52]([NH2:54])[CH3:53])=[CH:48][CH:47]=1. (2) Given the product [Cl:20][C:16]1[CH:15]=[C:14]([C@@H:12]2[C@@H:11]([C:21]3[CH:26]=[CH:25][C:24]([Cl:27])=[CH:23][CH:22]=3)[N:10]([C@@H:28]([CH2:34][CH3:35])[CH2:29][OH:30])[C:9](=[O:36])[C@@H:8]([CH2:7][C:6]([O:5][C:1]([CH3:2])([CH3:4])[CH3:3])=[O:37])[CH2:13]2)[CH:19]=[CH:18][CH:17]=1, predict the reactants needed to synthesize it. The reactants are: [C:1]([O:5][C:6](=[O:37])[CH2:7][C@H:8]1[CH2:13][C@H:12]([C:14]2[CH:19]=[CH:18][CH:17]=[C:16]([Cl:20])[CH:15]=2)[C@@H:11]([C:21]2[CH:26]=[CH:25][C:24]([Cl:27])=[CH:23][CH:22]=2)[N:10]([C@@H:28]([CH2:34][CH3:35])[C:29](OCC)=[O:30])[C:9]1=[O:36])([CH3:4])([CH3:3])[CH3:2].[BH4-].[Li+]. (3) Given the product [CH3:1][O:2][C:3]1[CH:4]=[C:5]2[C:10](=[C:11]([O:15][CH3:16])[C:12]=1[O:13][CH3:14])[CH:9]=[C:8]([CH:17]=[CH:27][C:28]([O:30][CH2:31][CH3:32])=[O:29])[CH:7]=[CH:6]2, predict the reactants needed to synthesize it. The reactants are: [CH3:1][O:2][C:3]1[CH:4]=[C:5]2[C:10](=[C:11]([O:15][CH3:16])[C:12]=1[O:13][CH3:14])[CH:9]=[C:8]([CH:17]=O)[CH:7]=[CH:6]2.C(OP([CH2:27][C:28]([O:30][CH2:31][CH3:32])=[O:29])(OCC)=O)C. (4) The reactants are: [OH:1][C:2]1[CH:7]=[CH:6][CH:5]=[CH:4][N:3]=1.Br[C:9]1[CH:15]=[CH:14][C:12]([NH2:13])=[C:11]([F:16])[CH:10]=1. Given the product [NH2:13][C:12]1[CH:14]=[CH:15][C:9]([N:3]2[CH:4]=[CH:5][CH:6]=[CH:7][C:2]2=[O:1])=[CH:10][C:11]=1[F:16], predict the reactants needed to synthesize it. (5) Given the product [Br:7][C:8]1[CH:9]=[C:10]([C:14]([CH3:20])([CH3:19])[CH2:15][OH:16])[CH:11]=[CH:12][CH:13]=1, predict the reactants needed to synthesize it. The reactants are: [H-].[Al+3].[Li+].[H-].[H-].[H-].[Br:7][C:8]1[CH:9]=[C:10]([C:14]([CH3:20])([CH3:19])[C:15](OC)=[O:16])[CH:11]=[CH:12][CH:13]=1.[H-].